This data is from Reaction yield outcomes from USPTO patents with 853,638 reactions. The task is: Predict the reaction yield, written as a fraction of the theoretical maximum amount of product (1.0 means a 100% yield; for example, 0.34 means a 34% yield). (1) The reactants are [F:1][C:2]([F:13])([F:12])[O:3][C:4]1[CH:5]=[C:6]([CH:9]=[CH:10][CH:11]=1)[CH2:7][NH2:8].F[C:15]1[CH:23]=[N:22][CH:21]=[CH:20][C:16]=1[C:17]([OH:19])=[O:18]. No catalyst specified. The product is [F:1][C:2]([F:12])([F:13])[O:3][C:4]1[CH:5]=[C:6]([CH:9]=[CH:10][CH:11]=1)[CH2:7][NH:8][C:20]1[CH:21]=[N:22][CH:23]=[CH:15][C:16]=1[C:17]([OH:19])=[O:18]. The yield is 0.0400. (2) The reactants are [CH3:1][S:2]([C:5]1[CH:6]=[CH:7][C:8]2[C:9]3[N:30]=[CH:29][C:28]([C:31]4[C:32]([CH3:37])=[N:33]OC=4C)=[CH:27][C:10]=3[N:11]([C@@H:14]([CH:21]3[CH2:26][CH2:25][O:24][CH2:23][CH2:22]3)[C:15]3[CH:20]=[CH:19][CH:18]=[CH:17][CH:16]=3)[C:12]=2[CH:13]=1)(=[O:4])=[O:3].CS(C1C=CC2C3N=CC(C4N(C)[N:58]=[N:57][C:56]=4C)=CC=3NC=2C=1)(=O)=O. No catalyst specified. The product is [CH3:1][S:2]([C:5]1[CH:6]=[CH:7][C:8]2[C:9]3[N:30]=[CH:29][C:28]([C:31]4[N:57]([CH3:56])[N:58]=[N:33][C:32]=4[CH3:37])=[CH:27][C:10]=3[N:11]([C@@H:14]([CH:21]3[CH2:22][CH2:23][O:24][CH2:25][CH2:26]3)[C:15]3[CH:20]=[CH:19][CH:18]=[CH:17][CH:16]=3)[C:12]=2[CH:13]=1)(=[O:4])=[O:3]. The yield is 0.410. (3) The product is [C:33]([O:18]/[N:17]=[C:16](\[NH2:19])/[CH2:15][CH2:14][C:12]1[N:13]=[C:9]([NH:8][C:5]2[C:4]([O:20][C:21]3[CH:26]=[CH:25][CH:24]=[CH:23][CH:22]=3)=[CH:3][C:2]([Br:1])=[CH:7][N:6]=2)[S:10][CH:11]=1)(=[O:35])[CH3:34]. The yield is 0.934. The reactants are [Br:1][C:2]1[CH:3]=[C:4]([O:20][C:21]2[CH:26]=[CH:25][CH:24]=[CH:23][CH:22]=2)[C:5]([NH:8][C:9]2[S:10][CH:11]=[C:12]([CH2:14][CH2:15]/[C:16](/[NH2:19])=[N:17]/[OH:18])[N:13]=2)=[N:6][CH:7]=1.C([O-])([O-])=O.[K+].[K+].[C:33](Cl)(=[O:35])[CH3:34]. The catalyst is CC(C)=O.